This data is from Full USPTO retrosynthesis dataset with 1.9M reactions from patents (1976-2016). The task is: Predict the reactants needed to synthesize the given product. Given the product [F:64][C:65]([F:70])([F:69])[C:66]([OH:68])=[O:67].[Cl:26][C:22]1[CH:23]=[C:24]2[C:19](=[CH:20][CH:21]=1)[NH:18][C:17]([S:14]([N:11]1[CH2:12][CH2:13][NH:8][CH:9]([CH2:27][C:28](=[O:29])[NH:52][S:49]([C:43]3[CH:48]=[CH:47][CH:46]=[CH:45][CH:44]=3)(=[O:51])=[O:50])[CH2:10]1)(=[O:15])=[O:16])=[CH:25]2, predict the reactants needed to synthesize it. The reactants are: C(OC([N:8]1[CH2:13][CH2:12][N:11]([S:14]([C:17]2[NH:18][C:19]3[C:24]([CH:25]=2)=[CH:23][C:22]([Cl:26])=[CH:21][CH:20]=3)(=[O:16])=[O:15])[CH2:10][CH:9]1[CH2:27][C:28](O)=[O:29])=O)(C)(C)C.C(N1C=CN=C1)(N1C=CN=C1)=O.[C:43]1([S:49]([NH2:52])(=[O:51])=[O:50])[CH:48]=[CH:47][CH:46]=[CH:45][CH:44]=1.C1CCN2C(=NCCC2)CC1.[F:64][C:65]([F:70])([F:69])[C:66]([OH:68])=[O:67].